From a dataset of Forward reaction prediction with 1.9M reactions from USPTO patents (1976-2016). Predict the product of the given reaction. (1) Given the reactants [I:1][C:2]1[C:13]([C:14]([O:16][CH2:17][CH3:18])=[O:15])=[C:5]2[C:6](=O)[NH:7][C:8]3([CH2:11][CH2:10]3)[CH2:9][N:4]2[N:3]=1.CSC, predict the reaction product. The product is: [I:1][C:2]1[C:13]([C:14]([O:16][CH2:17][CH3:18])=[O:15])=[C:5]2[CH2:6][NH:7][C:8]3([CH2:11][CH2:10]3)[CH2:9][N:4]2[N:3]=1. (2) Given the reactants [CH2:1]([N:8]1[CH2:13][CH2:12][CH:11]([C:14]([NH:16][C:17]2[CH:22]=[CH:21][C:20]([CH2:23][NH:24][C:25]3[C:34]4[C:29](=[CH:30][CH:31]=[C:32]([CH3:35])[CH:33]=4)[N:28]=[C:27](Cl)[N:26]=3)=[CH:19][CH:18]=2)=[O:15])[CH2:10][CH2:9]1)[C:2]1[CH:7]=[CH:6][CH:5]=[CH:4][CH:3]=1.[NH:37]1[CH2:41][CH2:40][CH:39]=[CH:38]1, predict the reaction product. The product is: [CH2:1]([N:8]1[CH2:13][CH2:12][CH:11]([C:14]([NH:16][C:17]2[CH:22]=[CH:21][C:20]([CH2:23][NH:24][C:25]3[C:34]4[C:29](=[CH:30][CH:31]=[C:32]([CH3:35])[CH:33]=4)[N:28]=[C:27]([N:37]4[CH2:41][CH:40]=[CH:39][CH2:38]4)[N:26]=3)=[CH:19][CH:18]=2)=[O:15])[CH2:10][CH2:9]1)[C:2]1[CH:7]=[CH:6][CH:5]=[CH:4][CH:3]=1. (3) Given the reactants P(Cl)(Cl)([Cl:3])=O.[CH2:6]([O:13][C:14]1[CH:15]=[CH:16][C:17]2[C:18]3[C:19](=[N:25][N:26]([CH2:28][CH3:29])[CH:27]=3)[C:20](=O)[NH:21][C:22]=2[CH:23]=1)[C:7]1[CH:12]=[CH:11][CH:10]=[CH:9][CH:8]=1.[OH-].[Na+], predict the reaction product. The product is: [CH2:6]([O:13][C:14]1[CH:15]=[CH:16][C:17]2[C:18]3[C:19](=[N:25][N:26]([CH2:28][CH3:29])[CH:27]=3)[C:20]([Cl:3])=[N:21][C:22]=2[CH:23]=1)[C:7]1[CH:12]=[CH:11][CH:10]=[CH:9][CH:8]=1.